Dataset: Reaction yield outcomes from USPTO patents with 853,638 reactions. Task: Predict the reaction yield, written as a fraction of the theoretical maximum amount of product (1.0 means a 100% yield; for example, 0.34 means a 34% yield). (1) The reactants are O1CCCCC1[O:7][CH:8]1[CH2:13][NH:12][C:11](=[O:14])[N:10]2[C:15]3[N:21]=[CH:20][CH:19]=[CH:18][C:16]=3[CH:17]=[C:9]12. The yield is 1.00. The product is [OH:7][CH:8]1[CH2:13][NH:12][C:11](=[O:14])[N:10]2[C:15]3[N:21]=[CH:20][CH:19]=[CH:18][C:16]=3[CH:17]=[C:9]12. The catalyst is C(Cl)Cl. (2) The reactants are [CH:1]1([CH2:5][N:6]2[CH:14]=[C:13]3[C:8]([CH:9]=[C:10]([C:15]4[CH:16]=[C:17]([CH:25]5[CH2:30][CH2:29][NH:28][CH2:27][CH2:26]5)[N:18]5[C:23]=4[C:22]([NH2:24])=[N:21][CH:20]=[N:19]5)[CH:11]=[CH:12]3)=[N:7]2)[CH2:4][CH2:3][CH2:2]1.Cl[CH2:32][C:33](N(C)C)=[O:34]. No catalyst specified. The product is [C:33]([N:28]1[CH2:29][CH2:30][CH:25]([C:17]2[N:18]3[C:23]([C:22]([NH2:24])=[N:21][CH:20]=[N:19]3)=[C:15]([C:10]3[CH:11]=[CH:12][C:13]4[C:8]([CH:9]=3)=[N:7][N:6]([CH2:5][CH:1]3[CH2:2][CH2:3][CH2:4]3)[CH:14]=4)[CH:16]=2)[CH2:26][CH2:27]1)(=[O:34])[CH3:32]. The yield is 0.620. (3) The reactants are [CH3:1][N:2]1[C:6]([C:7]([NH:9][C:10]2[CH:15]=[CH:14][CH:13]=[C:12]([O:16][C:17]3[CH:18]=[CH:19][C:20]4[N:21]([CH:23]=[C:24]([NH:26]C(=O)C(F)(F)F)[N:25]=4)[CH:22]=3)[CH:11]=2)=[O:8])=[CH:5][C:4]([CH3:33])=[N:3]1.[OH-].[Na+].C(O)C. The catalyst is O. The product is [NH2:26][C:24]1[N:25]=[C:20]2[CH:19]=[CH:18][C:17]([O:16][C:12]3[CH:11]=[C:10]([NH:9][C:7]([C:6]4[N:2]([CH3:1])[N:3]=[C:4]([CH3:33])[CH:5]=4)=[O:8])[CH:15]=[CH:14][CH:13]=3)=[CH:22][N:21]2[CH:23]=1. The yield is 0.790. (4) The reactants are [C:1]([O:5][C:6]([NH:8][C@@H:9]([CH2:13][C:14]1[CH:23]=[CH:22][C:17]2[O:18][C:19](=[O:21])[O:20][C:16]=2[CH:15]=1)[C:10]([OH:12])=[O:11])=[O:7])([CH3:4])([CH3:3])[CH3:2].[CH3:24][CH:25]([CH3:34])[C:26]([O:28][C@H:29]([CH3:33])[C@H:30](O)[CH3:31])=[O:27].C1(N=C=NC2CCCCC2)CCCCC1. The catalyst is ClCCl.CN(C)C1C=CN=CC=1. The product is [C:1]([O:5][C:6]([NH:8][C@@H:9]([CH2:13][C:14]1[CH:23]=[CH:22][C:17]2[O:18][C:19](=[O:21])[O:20][C:16]=2[CH:15]=1)[C:10]([O:12][C@H:30]([CH3:31])[C@H:29]([O:28][C:26](=[O:27])[CH:25]([CH3:34])[CH3:24])[CH3:33])=[O:11])=[O:7])([CH3:4])([CH3:2])[CH3:3]. The yield is 0.760. (5) The reactants are [CH3:1][C:2]1[N:7]=[C:6]([N:8]2[CH2:13][CH2:12][CH:11]([N:14](C)[C:15](=O)OCC3C=CC=CC=3)[CH2:10][CH2:9]2)[CH:5]=[C:4]([CH3:26])[N:3]=1. The catalyst is CO. The product is [CH3:1][C:2]1[N:7]=[C:6]([N:8]2[CH2:13][CH2:12][CH:11]([NH:14][CH3:15])[CH2:10][CH2:9]2)[CH:5]=[C:4]([CH3:26])[N:3]=1. The yield is 0.950. (6) The reactants are [Li]CCCC.[NH:6]1[CH:10]=[CH:9][CH:8]=[CH:7]1.N#N.Cl[Si:14]([CH:21]([CH3:23])[CH3:22])([CH:18]([CH3:20])[CH3:19])[CH:15]([CH3:17])[CH3:16]. The catalyst is C1COCC1.O. The product is [CH:15]([Si:14]([CH:21]([CH3:23])[CH3:22])([CH:18]([CH3:20])[CH3:19])[N:6]1[CH:10]=[CH:9][CH:8]=[CH:7]1)([CH3:17])[CH3:16]. The yield is 1.00.